Predict the product of the given reaction. From a dataset of Forward reaction prediction with 1.9M reactions from USPTO patents (1976-2016). (1) Given the reactants [Cl-].C(O[C:5]([CH:7]([NH3+:23])[CH:8]([C:17]1[CH:22]=[CH:21][CH:20]=[CH:19][CH:18]=1)/[CH:9]=[CH:10]/[C:11]1[CH:16]=[CH:15][CH:14]=[CH:13][CH:12]=1)=[O:6])C.[CH2:24]([N:26](CC)CC)C.[CH3:31][N:32]1[CH:36]=[C:35]([C:37](Cl)=[O:38])[C:34]([C:40]([F:43])([F:42])[F:41])=[N:33]1.CN, predict the reaction product. The product is: [CH3:24][NH:26][C:5]([CH:7]([NH:23][C:37]([C:35]1[C:34]([C:40]([F:43])([F:42])[F:41])=[N:33][N:32]([CH3:31])[CH:36]=1)=[O:38])[CH:8]([C:17]1[CH:18]=[CH:19][CH:20]=[CH:21][CH:22]=1)/[CH:9]=[CH:10]/[C:11]1[CH:12]=[CH:13][CH:14]=[CH:15][CH:16]=1)=[O:6]. (2) Given the reactants [Cl:1][C:2]1[CH:3]=[C:4]([CH:15]=[CH:16][C:17]=1[Cl:18])[CH2:5][C:6]1[CH:14]=[CH:13][C:9]([C:10](O)=[O:11])=[CH:8][CH:7]=1.[CH3:19][S:20]([NH2:23])(=[O:22])=[O:21].Cl.CN(C)CCCN=C=NCC, predict the reaction product. The product is: [Cl:1][C:2]1[CH:3]=[C:4]([CH:15]=[CH:16][C:17]=1[Cl:18])[CH2:5][C:6]1[CH:14]=[CH:13][C:9]([C:10]([NH:23][S:20]([CH3:19])(=[O:22])=[O:21])=[O:11])=[CH:8][CH:7]=1. (3) Given the reactants C(N(C(C)C)CC)(C)C.[CH3:10][O:11][C:12](=[O:21])[CH:13]([P:15]([O:19][CH3:20])([O:17][CH3:18])=[O:16])[NH2:14].COC(=O)C(P(OC)(OC)=O)NC(OCC1C=CC=CC=1)=O.F[P-](F)(F)(F)(F)F.N1(OC(N(C)C)=[N+](C)C)C2C=CC=CC=2N=N1.ON1C2C=CC=CC=2N=N1.[Br:78][C:79]1[CH:87]=[C:86]([C:88]([NH:90][CH2:91][C:92]2[CH:97]=[CH:96][CH:95]=[C:94]([OH:98])[CH:93]=2)=[O:89])[CH:85]=[CH:84][C:80]=1[C:81](O)=[O:82], predict the reaction product. The product is: [CH3:10][O:11][C:12](=[O:21])[CH:13]([P:15]([O:17][CH3:18])([O:19][CH3:20])=[O:16])[NH:14][C:81](=[O:82])[C:80]1[CH:84]=[CH:85][C:86]([C:88]([NH:90][CH2:91][C:92]2[CH:97]=[CH:96][CH:95]=[C:94]([OH:98])[CH:93]=2)=[O:89])=[CH:87][C:79]=1[Br:78].